This data is from Forward reaction prediction with 1.9M reactions from USPTO patents (1976-2016). The task is: Predict the product of the given reaction. (1) Given the reactants [OH:1][C@H:2]1[CH2:7][CH2:6][C@H:5]2[C@H:8]3[C@H:18]([CH2:19][CH2:20][C@:3]12[CH3:4])[C@:16]1([CH3:17])[C:11](=[CH:12][C@@H:13]([O:21][C:22](=[O:27])[C:23]([CH3:26])([CH3:25])[CH3:24])[CH2:14][CH2:15]1)[CH2:10][C@H:9]3[CH2:28][CH:29]=[CH2:30].C[N+]1([O-])CCOCC1, predict the reaction product. The product is: [CH2:28]([C@@H:9]1[CH2:10][C:11]2[C@:16]([CH3:17])([CH2:15][CH2:14][C@H:13]([O:21][C:22](=[O:27])[C:23]([CH3:26])([CH3:25])[CH3:24])[CH:12]=2)[C@@H:18]2[C@@H:8]1[C@H:5]1[C@@:3]([CH2:20][CH2:19]2)([CH3:4])[C:2](=[O:1])[CH2:7][CH2:6]1)[CH:29]=[CH2:30]. (2) The product is: [Br:1][C:2]1[CH:3]=[C:4]2[C:8](=[CH:9][CH:10]=1)[N:7]([CH:11]1[CH2:15][CH2:14][N:13]([CH3:18])[CH2:12]1)[CH2:6][CH2:5]2. Given the reactants [Br:1][C:2]1[CH:3]=[C:4]2[C:8](=[CH:9][CH:10]=1)[N:7]([CH:11]1[CH2:15][CH2:14][NH:13][CH2:12]1)[CH2:6][CH2:5]2.C=O.[C:18](O)(=O)C.[BH3-]C#N.[Na+].[OH-].[Na+], predict the reaction product. (3) Given the reactants Cl[C:2]1[N:7]=[C:6]([C:8]2[N:12]3[CH:13]=[CH:14][CH:15]=[CH:16][C:11]3=[N:10][C:9]=2[C:17]2[CH:18]=[CH:19][C:20]([O:34][CH3:35])=[C:21]([CH:33]=2)[C:22]([NH:24][C:25]2[C:30]([F:31])=[CH:29][CH:28]=[CH:27][C:26]=2[F:32])=[O:23])[CH:5]=[CH:4][N:3]=1.[CH3:36][C:37]1[C:38]([CH:46]2[CH2:51][CH2:50][N:49]([CH2:52][CH2:53][S:54]([CH3:57])(=[O:56])=[O:55])[CH2:48][CH2:47]2)=[CH:39][C:40]([O:44][CH3:45])=[C:41]([CH:43]=1)[NH2:42].C1(C)C=CC(S(O)(=O)=O)=CC=1.C(O)C(F)(F)F.C[O-].[Na+], predict the reaction product. The product is: [F:32][C:26]1[CH:27]=[CH:28][CH:29]=[C:30]([F:31])[C:25]=1[NH:24][C:22](=[O:23])[C:21]1[CH:33]=[C:17]([C:9]2[N:10]=[C:11]3[CH:16]=[CH:15][CH:14]=[CH:13][N:12]3[C:8]=2[C:6]2[CH:5]=[CH:4][N:3]=[C:2]([NH:42][C:41]3[CH:43]=[C:37]([CH3:36])[C:38]([CH:46]4[CH2:47][CH2:48][N:49]([CH2:52][CH2:53][S:54]([CH3:57])(=[O:56])=[O:55])[CH2:50][CH2:51]4)=[CH:39][C:40]=3[O:44][CH3:45])[N:7]=2)[CH:18]=[CH:19][C:20]=1[O:34][CH3:35]. (4) Given the reactants [CH2:1]([O:8][C:9]1[CH:14]=[CH:13][C:12]([OH:15])=[CH:11][CH:10]=1)[C:2]1[CH:7]=[CH:6][CH:5]=[CH:4][CH:3]=1.C1(P(C2C=CC=CC=2)C2C=CC=CC=2)C=CC=CC=1.N(C(OCC)=O)=NC(OCC)=O.[CH3:47][C@H:48](Cl)[CH2:49][CH2:50][CH2:51][CH2:52][CH2:53][CH3:54], predict the reaction product. The product is: [CH2:1]([O:8][C:9]1[CH:10]=[CH:11][C:12]([O:15][C@@H:48]([CH3:47])[CH2:49][CH2:50][CH2:51][CH2:52][CH2:53][CH3:54])=[CH:13][CH:14]=1)[C:2]1[CH:3]=[CH:4][CH:5]=[CH:6][CH:7]=1. (5) Given the reactants [C:1]([C:3]1[CH:8]=[C:7]([C:9]([F:12])([F:11])[F:10])[CH:6]=[CH:5][C:4]=1[C:13]1[C:22]2[C:17](=[CH:18][C:19]([S:23]([N:26](CC3C=CC(OC)=CC=3OC)[C:27]3[S:28][CH:29]=[CH:30][N:31]=3)(=[O:25])=[O:24])=[CH:20][CH:21]=2)[CH:16]=[CH:15][N:14]=1)#[N:2].C(O)(C(F)(F)F)=[O:44], predict the reaction product. The product is: [S:28]1[CH:29]=[CH:30][N:31]=[C:27]1[NH:26][S:23]([C:19]1[CH:18]=[C:17]2[C:22](=[CH:21][CH:20]=1)[C:13]([C:4]1[CH:5]=[CH:6][C:7]([C:9]([F:12])([F:11])[F:10])=[CH:8][C:3]=1[C:1]([NH2:2])=[O:44])=[N:14][CH:15]=[CH:16]2)(=[O:25])=[O:24]. (6) Given the reactants Br[C:2]1[S:3][CH:4]=[C:5]([C:7]([NH:9][C:10]2[CH:18]=[C:17]3[C:13]([CH:14]=[N:15][N:16]3[CH2:19][O:20][CH2:21][CH2:22][Si:23]([CH3:26])([CH3:25])[CH3:24])=[CH:12][C:11]=2[C:27]2[CH:28]=[C:29]([CH:39]=[CH:40][CH:41]=2)[CH2:30][NH:31][C:32](=[O:38])[O:33][C:34]([CH3:37])([CH3:36])[CH3:35])=[O:8])[N:6]=1.[C:42]1([C:48]2[CH:52]=[C:51]([Sn](CCCC)(CCCC)CCCC)[N:50]([CH:66]3[CH2:71][CH2:70][CH2:69][CH2:68][O:67]3)[N:49]=2)[CH:47]=[CH:46][CH:45]=[CH:44][CH:43]=1, predict the reaction product. The product is: [C:42]1([C:48]2[CH:52]=[C:51]([C:2]3[S:3][CH:4]=[C:5]([C:7]([NH:9][C:10]4[CH:18]=[C:17]5[C:13]([CH:14]=[N:15][N:16]5[CH2:19][O:20][CH2:21][CH2:22][Si:23]([CH3:26])([CH3:25])[CH3:24])=[CH:12][C:11]=4[C:27]4[CH:28]=[C:29]([CH:39]=[CH:40][CH:41]=4)[CH2:30][NH:31][C:32](=[O:38])[O:33][C:34]([CH3:37])([CH3:36])[CH3:35])=[O:8])[N:6]=3)[N:50]([CH:66]3[CH2:71][CH2:70][CH2:69][CH2:68][O:67]3)[N:49]=2)[CH:43]=[CH:44][CH:45]=[CH:46][CH:47]=1. (7) Given the reactants [F:1][C@H:2]1[C@@H:7]([O:8][C:9]2[CH:16]=[CH:15][C:14]([C:17]3[N:22]=[C:21]([NH:23][C:24]4[CH:29]=[CH:28][C:27]([N:30]5[CH2:35][CH2:34][N:33]([CH:36]6[CH2:39][O:38][CH2:37]6)[CH2:32][CH2:31]5)=[CH:26][CH:25]=4)[N:20]=[CH:19][N:18]=3)=[CH:13][C:10]=2[C:11]#[N:12])[CH2:6][CH2:5][NH:4][CH2:3]1.[OH:40][C@@H:41]([CH:45]([CH3:47])[CH3:46])[C:42](O)=[O:43].CN(C(ON1N=NC2C=CC=NC1=2)=[N+](C)C)C.F[P-](F)(F)(F)(F)F.C(Cl)Cl, predict the reaction product. The product is: [F:1][C@H:2]1[C@@H:7]([O:8][C:9]2[CH:16]=[CH:15][C:14]([C:17]3[N:22]=[C:21]([NH:23][C:24]4[CH:29]=[CH:28][C:27]([N:30]5[CH2:31][CH2:32][N:33]([CH:36]6[CH2:39][O:38][CH2:37]6)[CH2:34][CH2:35]5)=[CH:26][CH:25]=4)[N:20]=[CH:19][N:18]=3)=[CH:13][C:10]=2[C:11]#[N:12])[CH2:6][CH2:5][N:4]([C:42](=[O:43])[C@@H:41]([OH:40])[CH:45]([CH3:47])[CH3:46])[CH2:3]1. (8) Given the reactants FC(F)(F)C(O)=O.C(OC(=O)[NH:14][C@@H:15]([CH2:30][N:31]1[CH2:36][C:35](=[O:37])[N:34]([C:38]2[CH:43]=[CH:42][CH:41]=[CH:40][C:39]=2[CH3:44])[CH2:33][C:32]1([CH3:46])[CH3:45])[C@@H:16]([OH:29])[CH2:17][C@H:18]([C:21](=[O:28])[NH:22][CH2:23][C:24]([CH3:27])([CH3:26])[CH3:25])[CH2:19][CH3:20])(C)(C)C.[C:48]([OH:55])(=[O:54])/[CH:49]=[CH:50]/[C:51]([OH:53])=[O:52].CC(C)(C)CNC(=O)[C@H](C)C[C@H](O)[C@@H](N)CN1CC(=O)N(C2C=CC=CC=2Cl)CC1(C)C, predict the reaction product. The product is: [C:48]([OH:55])(=[O:54])/[CH:49]=[CH:50]/[C:51]([OH:53])=[O:52].[CH3:26][C:24]([CH3:25])([CH3:27])[CH2:23][NH:22][C:21](=[O:28])[C@H:18]([CH2:19][CH3:20])[CH2:17][C@H:16]([OH:29])[C@@H:15]([NH2:14])[CH2:30][N:31]1[CH2:36][C:35](=[O:37])[N:34]([C:38]2[CH:43]=[CH:42][CH:41]=[CH:40][C:39]=2[CH3:44])[CH2:33][C:32]1([CH3:45])[CH3:46].[NH2:14][C@@H:15]([CH2:30][N:31]1[CH2:36][C:35](=[O:37])[N:34]([C:38]2[CH:43]=[CH:42][CH:41]=[CH:40][C:39]=2[CH3:44])[CH2:33][C:32]1([CH3:45])[CH3:46])[C@@H:16]([OH:29])[CH2:17][C@@H:18]([CH2:19][CH3:20])[C:21]([NH:22][CH2:23][C:24]([CH3:27])([CH3:26])[CH3:25])=[O:28].